This data is from TCR-epitope binding with 47,182 pairs between 192 epitopes and 23,139 TCRs. The task is: Binary Classification. Given a T-cell receptor sequence (or CDR3 region) and an epitope sequence, predict whether binding occurs between them. (1) The epitope is SEPVLKGVKL. The TCR CDR3 sequence is CASGLYPGQPQHF. Result: 0 (the TCR does not bind to the epitope). (2) The epitope is TPRVTGGGAM. The TCR CDR3 sequence is CASSARQGIDTGELFF. Result: 1 (the TCR binds to the epitope). (3) The epitope is YLNTLTLAV. The TCR CDR3 sequence is CASSLGGVEQYF. Result: 1 (the TCR binds to the epitope).